Task: Binary Classification. Given a drug SMILES string, predict its activity (active/inactive) in a high-throughput screening assay against a specified biological target.. Dataset: HIV replication inhibition screening data with 41,000+ compounds from the AIDS Antiviral Screen (1) The molecule is COc1ccc(C(=O)C(Br)=CC(=O)O)cc1. The result is 0 (inactive). (2) The drug is CN1CN(c2ccccc2)C2(CCN(C(=O)OC(C)(C)C)CC2)C1=O. The result is 0 (inactive). (3) The drug is Cc1c2ccccc2c(CSC(=N)N)c2ccccc12. The result is 0 (inactive). (4) The molecule is CC1=C(C)C(=O)c2c(cc3ccccn23)C1=O. The result is 0 (inactive). (5) The compound is CC(C)(C)C(O)=Cc1nc2cc(F)c(F)cc2nc1O. The result is 0 (inactive).